Task: Predict the product of the given reaction.. Dataset: Forward reaction prediction with 1.9M reactions from USPTO patents (1976-2016) (1) Given the reactants [CH2:1]([N:8]1[CH2:13][CH2:12][N:11]([C:14]([O:16][C:17]([CH3:20])([CH3:19])[CH3:18])=[O:15])[C@H:10]([CH2:21][C:22]2[CH:27]=[CH:26][CH:25]=[CH:24][C:23]=2Br)[CH2:9]1)[C:2]1[CH:7]=[CH:6][CH:5]=[CH:4][CH:3]=1.[CH3:29][N:30]1[C:34]([Sn](CCCC)(CCCC)CCCC)=[CH:33][CH:32]=[N:31]1, predict the reaction product. The product is: [CH2:1]([N:8]1[CH2:13][CH2:12][N:11]([C:14]([O:16][C:17]([CH3:20])([CH3:19])[CH3:18])=[O:15])[C@H:10]([CH2:21][C:22]2[CH:27]=[CH:26][CH:25]=[CH:24][C:23]=2[C:34]2[N:30]([CH3:29])[N:31]=[CH:32][CH:33]=2)[CH2:9]1)[C:2]1[CH:7]=[CH:6][CH:5]=[CH:4][CH:3]=1. (2) Given the reactants [C:1]1([CH2:7][CH2:8][N:9]2[C:18](=[O:19])[C:17]3[C:12](=[CH:13][CH:14]=[C:15]([CH:20]=[CH2:21])[CH:16]=3)[NH:11][C:10]2=[O:22])[CH:6]=[CH:5][CH:4]=[CH:3][CH:2]=1, predict the reaction product. The product is: [CH2:20]([C:15]1[CH:16]=[C:17]2[C:12](=[CH:13][CH:14]=1)[NH:11][C:10](=[O:22])[N:9]([CH2:8][CH2:7][C:1]1[CH:6]=[CH:5][CH:4]=[CH:3][CH:2]=1)[C:18]2=[O:19])[CH3:21]. (3) Given the reactants [CH3:1][O:2][C:3]([C:5]1[CH:25]=[CH:24][C:8]([CH2:9][O:10][N:11]=[CH:12][C:13]2[CH:18]=[CH:17][C:16](/[CH:19]=[CH:20]/[C:21](O)=[O:22])=[CH:15][CH:14]=2)=[CH:7][CH:6]=1)=[O:4].C(C1C=CC(/C=C/C(O)=O)=CC=1)=O.Cl.COC(C1C=CC(C[O:49][NH2:50])=CC=1)=O, predict the reaction product. The product is: [OH:49][NH:50][C:21](=[O:22])/[CH:20]=[CH:19]/[C:16]1[CH:17]=[CH:18][C:13]([CH:12]=[N:11][O:10][CH2:9][C:8]2[CH:24]=[CH:25][C:5]([C:3]([O:2][CH3:1])=[O:4])=[CH:6][CH:7]=2)=[CH:14][CH:15]=1.